From a dataset of Reaction yield outcomes from USPTO patents with 853,638 reactions. Predict the reaction yield, written as a fraction of the theoretical maximum amount of product (1.0 means a 100% yield; for example, 0.34 means a 34% yield). (1) The reactants are O[CH2:2][CH:3]1[CH2:12][CH2:11][C:10]2[C:5](=[CH:6][CH:7]=[CH:8][CH:9]=2)[NH:4]1.C1C=CC(P(C2C=CC=CC=2)C2C=CC=CC=2)=CC=1.C(Cl)(Cl)[Cl:33]. The catalyst is C(Cl)(Cl)(Cl)Cl. The product is [Cl:33][CH2:2][CH:3]1[CH2:12][CH2:11][C:10]2[C:5](=[CH:6][CH:7]=[CH:8][CH:9]=2)[NH:4]1. The yield is 0.660. (2) The reactants are [H-].[H-].[H-].[H-].[Li+].[Al+3].[F:7][C:8]1([F:20])[O:12][C:11]2[CH:13]=[CH:14][C:15]([C:17](O)=[O:18])=[CH:16][C:10]=2[O:9]1.O.[OH-].[Na+]. The catalyst is C1COCC1. The product is [F:20][C:8]1([F:7])[O:12][C:11]2[CH:13]=[CH:14][C:15]([CH2:17][OH:18])=[CH:16][C:10]=2[O:9]1. The yield is 0.913. (3) The reactants are [NH2:1][CH2:2][CH2:3][CH2:4][NH:5][CH2:6][CH2:7][CH2:8][NH2:9].[CH3:10][C:11]([O:14][C:15]([O:17]N=C(C1C=CC=CC=1)C#N)=O)([CH3:13])[CH3:12]. The catalyst is C1COCC1. The product is [C:15]([NH:1][CH2:2][CH2:3][CH2:4][NH:5][CH2:6][CH2:7][CH2:8][NH:9][C:15]([O:14][C:11]([CH3:10])([CH3:12])[CH3:13])=[O:17])([O:14][C:11]([CH3:13])([CH3:12])[CH3:10])=[O:17]. The yield is 0.570. (4) The reactants are Cl[C:2]1[N:7]=[C:6]([NH:8][CH2:9][CH2:10][N:11]([CH3:13])[CH3:12])[N:5]=[C:4]2[N:14]([C:19]3[C:24]([F:25])=[CH:23][CH:22]=[CH:21][C:20]=3[F:26])[C:15](=[O:18])[NH:16][CH2:17][C:3]=12.O.C(=O)([O-])[O-].[K+].[K+].[CH3:34][C:35]([O:38][C:39]([C:41]1[CH:42]=[C:43]([F:51])[C:44]([CH3:50])=[C:45](B(O)O)[CH:46]=1)=[O:40])([CH3:37])[CH3:36]. The catalyst is O1CCOCC1.C1C=CC([P]([Pd]([P](C2C=CC=CC=2)(C2C=CC=CC=2)C2C=CC=CC=2)([P](C2C=CC=CC=2)(C2C=CC=CC=2)C2C=CC=CC=2)[P](C2C=CC=CC=2)(C2C=CC=CC=2)C2C=CC=CC=2)(C2C=CC=CC=2)C2C=CC=CC=2)=CC=1. The product is [F:26][C:20]1[CH:21]=[CH:22][CH:23]=[C:24]([F:25])[C:19]=1[N:14]1[C:4]2[N:5]=[C:6]([NH:8][CH2:9][CH2:10][N:11]([CH3:13])[CH3:12])[N:7]=[C:2]([C:45]3[CH:46]=[C:41]([CH:42]=[C:43]([F:51])[C:44]=3[CH3:50])[C:39]([O:38][C:35]([CH3:34])([CH3:36])[CH3:37])=[O:40])[C:3]=2[CH2:17][NH:16][C:15]1=[O:18]. The yield is 0.880.